From a dataset of Catalyst prediction with 721,799 reactions and 888 catalyst types from USPTO. Predict which catalyst facilitates the given reaction. (1) Reactant: C(O)(C(F)(F)F)=O.C([O:12][C:13](=[O:33])[C:14]1[C:19]([F:20])=[CH:18][C:17]([N:21]2[CH2:25][CH:24]([CH2:26][NH:27][C:28](=[O:30])[CH3:29])[O:23][C:22]2=[O:31])=[CH:16][C:15]=1[F:32])(C)(C)C. Product: [C:28]([NH:27][CH2:26][CH:24]1[O:23][C:22](=[O:31])[N:21]([C:17]2[CH:16]=[C:15]([F:32])[C:14]([C:13]([OH:33])=[O:12])=[C:19]([F:20])[CH:18]=2)[CH2:25]1)(=[O:30])[CH3:29]. The catalyst class is: 2. (2) Product: [Cl:16][C:13]1[CH:14]=[CH:15][C:6]([O:5][CH2:4][C:3]([OH:33])=[O:2])=[C:7]2[C:12]=1[N:11]=[C:10]([CH2:17][CH3:18])[C:9]([CH2:19][C:20]1[CH:25]=[CH:24][C:23]([C:26]#[N:27])=[CH:22][C:21]=1[Cl:28])=[C:8]2[O:29][CH:30]([F:32])[F:31]. The catalyst class is: 6. Reactant: C[O:2][C:3](=[O:33])[CH2:4][O:5][C:6]1[CH:15]=[CH:14][C:13]([Cl:16])=[C:12]2[C:7]=1[C:8]([O:29][CH:30]([F:32])[F:31])=[C:9]([CH2:19][C:20]1[CH:25]=[CH:24][C:23]([C:26]#[N:27])=[CH:22][C:21]=1[Cl:28])[C:10]([CH2:17][CH3:18])=[N:11]2.O1CCCC1.CO.[OH-].[Li+]. (3) Reactant: [O:1]1[C:5]2[CH:6]=[CH:7][CH:8]=[CH:9][C:4]=2[N:3]=[C:2]1[CH:10]([OH:38])[CH:11]([NH:14][C:15](=[O:37])[CH:16]([NH:24][C:25](=[N:32][S:33]([CH3:36])(=[O:35])=[O:34])[C:26]1[CH:31]=[CH:30][CH:29]=[CH:28][CH:27]=1)[CH2:17][CH:18]1[CH2:23][CH2:22][CH2:21][CH2:20][CH2:19]1)[CH2:12][CH3:13].CC(OI1(OC(C)=O)(OC(C)=O)OC(=O)C2C=CC=CC1=2)=O.S([O-])([O-])(=O)=S.[Na+].[Na+].C(=O)(O)[O-].[Na+]. Product: [O:1]1[C:5]2[CH:6]=[CH:7][CH:8]=[CH:9][C:4]=2[N:3]=[C:2]1[C:10]([CH:11]([NH:14][C:15](=[O:37])[C@@H:16]([NH:24][C:25](=[N:32][S:33]([CH3:36])(=[O:35])=[O:34])[C:26]1[CH:31]=[CH:30][CH:29]=[CH:28][CH:27]=1)[CH2:17][CH:18]1[CH2:19][CH2:20][CH2:21][CH2:22][CH2:23]1)[CH2:12][CH3:13])=[O:38]. The catalyst class is: 56. (4) Reactant: [N:1]1[C:10]2[C:5](=[CH:6][C:7]([CH2:11][CH2:12][CH2:13][OH:14])=[CH:8][CH:9]=2)[CH:4]=[CH:3][CH:2]=1. Product: [N:1]1[C:10]2[C:5](=[CH:6][C:7]([CH2:11][CH2:12][CH:13]=[O:14])=[CH:8][CH:9]=2)[CH:4]=[CH:3][CH:2]=1. The catalyst class is: 764.